This data is from Full USPTO retrosynthesis dataset with 1.9M reactions from patents (1976-2016). The task is: Predict the reactants needed to synthesize the given product. (1) Given the product [C:9]([O:8][CH2:6][CH2:5][O:4][C:1]([CH:2]=[C:39]1[CH2:40][CH2:41][N:36]([C:34]([O:33][C:29]([CH3:32])([CH3:31])[CH3:30])=[O:35])[CH2:37][CH2:38]1)=[O:3])(=[O:46])[CH3:10], predict the reactants needed to synthesize it. The reactants are: [C:1]([O:4][CH:5](P(OCC)(OCC)=O)[C:6]([O:8][CH2:9][CH3:10])=O)(=[O:3])[CH3:2].[Cl-].[Li+].CN(C)C(N(C)C)=N.[C:29]([O:33][C:34]([N:36]1[CH2:41][CH2:40][C:39](=O)[CH2:38][CH2:37]1)=[O:35])([CH3:32])([CH3:31])[CH3:30].C1C[O:46]CC1. (2) The reactants are: [CH3:1][N:2]([CH3:32])[C:3]([C:5]1[CH:6]=[C:7]2[CH:25]=[C:23]([CH:24]=1)[C:22](=[O:26])[NH:21][C@H:20]([C@H:27]([OH:30])[CH2:28][Cl:29])[CH2:19][C:18]1[CH:31]=[C:14]([CH:15]=[CH:16][CH:17]=1)[O:13][CH2:12][CH:11]=[CH:10][CH2:9][O:8]2)=[O:4]. Given the product [CH3:1][N:2]([CH3:32])[C:3]([C:5]1[CH:6]=[C:7]2[CH:25]=[C:23]([CH:24]=1)[C:22](=[O:26])[NH:21][C@H:20]([C@H:27]([OH:30])[CH2:28][Cl:29])[CH2:19][C:18]1[CH:31]=[C:14]([CH:15]=[CH:16][CH:17]=1)[O:13][CH2:12][CH2:11][CH2:10][CH2:9][O:8]2)=[O:4], predict the reactants needed to synthesize it.